This data is from Catalyst prediction with 721,799 reactions and 888 catalyst types from USPTO. The task is: Predict which catalyst facilitates the given reaction. Product: [Br:1][C:2]1[C:3]2[N:10]=[CH:11][NH:9][C:4]=2[CH:5]=[C:6]([Cl:8])[CH:7]=1. The catalyst class is: 106. Reactant: [Br:1][C:2]1[CH:7]=[C:6]([Cl:8])[CH:5]=[C:4]([NH2:9])[C:3]=1[NH2:10].[C:11]([O-])([O-])=O.[Na+].[Na+].